Dataset: Forward reaction prediction with 1.9M reactions from USPTO patents (1976-2016). Task: Predict the product of the given reaction. (1) Given the reactants [CH3:1][N:2]([CH3:20])[C:3]([C:5]1[O:6][C:7]2[C:13]([N:14]3[CH2:19][CH2:18][NH:17][CH2:16][CH2:15]3)=[CH:12][CH:11]=[CH:10][C:8]=2[CH:9]=1)=[O:4].[CH:21]([C:23]1[N:28]=[CH:27][C:26]([NH:29][C:30](=[O:32])[CH3:31])=[CH:25][CH:24]=1)=[CH2:22], predict the reaction product. The product is: [C:30]([NH:29][C:26]1[CH:25]=[CH:24][C:23]([CH2:21][CH2:22][N:17]2[CH2:18][CH2:19][N:14]([C:13]3[C:7]4[O:6][C:5]([C:3]([N:2]([CH3:20])[CH3:1])=[O:4])=[CH:9][C:8]=4[CH:10]=[CH:11][CH:12]=3)[CH2:15][CH2:16]2)=[N:28][CH:27]=1)(=[O:32])[CH3:31]. (2) Given the reactants [CH2:1]([C:4]1[CH2:5][C@@H:6]2[C@H:9]([CH:10]=1)[C:8](=[CH:11][C:12]([O:14][C:15]([CH3:18])([CH3:17])[CH3:16])=[O:13])[CH2:7]2)[CH:2]=[CH2:3].N12CCCN=C1CCCCC2.P([O-])(O)(O)=O.[K+].[N+:36]([CH3:39])([O-:38])=[O:37], predict the reaction product. The product is: [CH2:1]([C:4]1[CH2:5][C@@H:6]2[C@H:9]([CH:10]=1)[C@@:8]([CH2:11][C:12]([O:14][C:15]([CH3:18])([CH3:17])[CH3:16])=[O:13])([CH2:39][N+:36]([O-:38])=[O:37])[CH2:7]2)[CH:2]=[CH2:3]. (3) Given the reactants [Br:1][C:2]1[CH:3]=[C:4]2[C:9](=[CH:10][CH:11]=1)[C:8](=[O:12])[N:7]([CH2:13][C:14]1[CH:19]=[CH:18][C:17]([S:20]([CH3:23])(=[O:22])=[O:21])=[CH:16][CH:15]=1)[C:6]([CH:24]=[O:25])=[C:5]2[C:26]1[CH:31]=[CH:30][CH:29]=[CH:28][CH:27]=1.[F:32][C:33]([Si](C)(C)C)([F:35])[F:34].CCCC[N+](CCCC)(CCCC)CCCC.[F-], predict the reaction product. The product is: [Br:1][C:2]1[CH:3]=[C:4]2[C:9](=[CH:10][CH:11]=1)[C:8](=[O:12])[N:7]([CH2:13][C:14]1[CH:15]=[CH:16][C:17]([S:20]([CH3:23])(=[O:21])=[O:22])=[CH:18][CH:19]=1)[C:6]([CH:24]([OH:25])[C:33]([F:35])([F:34])[F:32])=[C:5]2[C:26]1[CH:27]=[CH:28][CH:29]=[CH:30][CH:31]=1. (4) Given the reactants [C:1](=[O:4])([O-])[O-:2].[K+].[K+].[F:7][C:8]1[CH:9]=[C:10]([OH:14])[CH:11]=[CH:12][CH:13]=1.[C]=O.Cl, predict the reaction product. The product is: [F:7][C:8]1[CH:13]=[CH:12][C:11]([C:1]([OH:2])=[O:4])=[C:10]([OH:14])[CH:9]=1.